This data is from Reaction yield outcomes from USPTO patents with 853,638 reactions. The task is: Predict the reaction yield, written as a fraction of the theoretical maximum amount of product (1.0 means a 100% yield; for example, 0.34 means a 34% yield). (1) The reactants are Cl[C:2]1[N:7]=[N:6][C:5]2[O:8][CH2:9][CH2:10][O:11][C:4]=2[CH:3]=1.[CH2:12]([CH2:15]OC)OC. No catalyst specified. The product is [CH:12]([C:2]1[N:7]=[N:6][C:5]2[O:8][CH2:9][CH2:10][O:11][C:4]=2[CH:3]=1)=[CH2:15]. The yield is 0.500. (2) The reactants are BrN1C(=O)CCC1=O.[Cl:9][C:10]1[N:15]=[C:14]([CH2:16][C:17]([C:19]2[C:20]([F:32])=[C:21]([NH:25][C:26](=[O:31])[O:27][CH2:28][CH:29]=[CH2:30])[CH:22]=[CH:23][CH:24]=2)=O)[CH:13]=[CH:12][N:11]=1.[NH2:33][C:34](=[S:46])[C:35]([NH:38][C:39](=[O:45])[O:40][C:41]([CH3:44])([CH3:43])[CH3:42])([CH3:37])[CH3:36]. The catalyst is ClCCl.CCOC(C)=O. The product is [Cl:9][C:10]1[N:15]=[C:14]([C:16]2[S:46][C:34]([C:35]([NH:38][C:39]([O:40][C:41]([CH3:44])([CH3:43])[CH3:42])=[O:45])([CH3:37])[CH3:36])=[N:33][C:17]=2[C:19]2[C:20]([F:32])=[C:21]([NH:25][C:26](=[O:31])[O:27][CH2:28][CH:29]=[CH2:30])[CH:22]=[CH:23][CH:24]=2)[CH:13]=[CH:12][N:11]=1. The yield is 0.540. (3) The reactants are [C:1]([O-:4])([O-:3])=O.[C:5]([O-:8])([O-])=[O:6].OO.OO.OO.[Na+].[Na+].[Na+].[Na+].[F:19][C:20]([F:31])([C:27]([F:30])([F:29])[F:28])[C:21]([F:26])([F:25])C(Cl)=O. The catalyst is C(Cl)(F)(F)C(Cl)(Cl)F. The product is [F:31][C:20]([F:19])([C:27]([F:28])([F:29])[F:30])[C:21]([F:25])([F:26])[C:1]([O:4][O:8][C:5](=[O:6])[C:21]([F:26])([F:25])[C:20]([F:31])([F:19])[C:27]([F:30])([F:29])[F:28])=[O:3]. The yield is 0.370. (4) The reactants are [OH:1][C:2]1[CH:12]=[CH:11][CH:10]=[C:4]2[C:5]([O:7][C:8](=[O:9])[C:3]=12)=O.[CH3:13][O:14][C:15]1[CH:22]=[CH:21][C:18]([CH2:19][NH2:20])=[CH:17][CH:16]=1.C(O)(=O)C. The catalyst is O. The product is [OH:1][C:2]1[CH:12]=[CH:11][CH:10]=[C:4]2[C:3]=1[C:8](=[O:9])[N:20]([CH2:19][C:18]1[CH:21]=[CH:22][C:15]([O:14][CH3:13])=[CH:16][CH:17]=1)[C:5]2=[O:7]. The yield is 0.810.